Dataset: Catalyst prediction with 721,799 reactions and 888 catalyst types from USPTO. Task: Predict which catalyst facilitates the given reaction. (1) The catalyst class is: 12. Product: [ClH:45].[CH2:33]([O:32][P:30]([C:27]([C:24]1[CH:23]=[CH:22][C:21]([CH2:20][NH:19][CH2:18][C:15]2[CH:16]=[CH:17][C:12]([C:9]([P:4]([O:3][CH2:1][CH3:2])([O:5][CH2:6][CH3:7])=[O:8])([F:11])[F:10])=[CH:13][CH:14]=2)=[CH:26][CH:25]=1)([F:28])[F:29])(=[O:31])[O:35][CH2:36][CH3:37])[CH3:34]. Reactant: [CH2:1]([O:3][P:4]([C:9]([C:12]1[CH:17]=[CH:16][C:15]([CH2:18][N:19](C(OC(C)(C)C)=O)[CH2:20][C:21]2[CH:26]=[CH:25][C:24]([C:27]([P:30]([O:35][CH2:36][CH3:37])([O:32][CH2:33][CH3:34])=[O:31])([F:29])[F:28])=[CH:23][CH:22]=2)=[CH:14][CH:13]=1)([F:11])[F:10])(=[O:8])[O:5][CH2:6][CH3:7])[CH3:2].[ClH:45]. (2) Reactant: C(NC(C)C)(C)C.[Li]CCCC.COP([CH2:19][C:20]1[S:21][C:22]2[N:23]=[C:24]([N:35]3[C:39]4[CH:40]=[CH:41][CH:42]=[CH:43][C:38]=4[N:37]=[C:36]3[CH2:44][CH3:45])[N:25]=[C:26]([N:29]3[CH2:34][CH2:33][O:32][CH2:31][CH2:30]3)[C:27]=2[N:28]=1)(=O)OC.[C:46]([O:50][C:51]([N:53]1[CH2:56][C:55](=O)[CH2:54]1)=[O:52])([CH3:49])([CH3:48])[CH3:47]. Product: [C:46]([O:50][C:51]([N:53]1[CH2:56][C:55](=[CH:19][C:20]2[S:21][C:22]3[N:23]=[C:24]([N:35]4[C:39]5[CH:40]=[CH:41][CH:42]=[CH:43][C:38]=5[N:37]=[C:36]4[CH2:44][CH3:45])[N:25]=[C:26]([N:29]4[CH2:34][CH2:33][O:32][CH2:31][CH2:30]4)[C:27]=3[N:28]=2)[CH2:54]1)=[O:52])([CH3:49])([CH3:47])[CH3:48]. The catalyst class is: 1. (3) Reactant: [CH2:1]([C:4]1[CH:13]=[CH:12][C:7](C(OC)=O)=[CH:6][CH:5]=1)[CH:2]=[CH2:3].[CH3:14][Mg]Br.C([O:19][CH2:20][CH3:21])C.[Cl-].[NH4+]. Product: [CH2:1]([C:4]1[CH:13]=[CH:12][C:7]([C:20]([OH:19])([CH3:21])[CH3:14])=[CH:6][CH:5]=1)[CH:2]=[CH2:3]. The catalyst class is: 7.